This data is from Full USPTO retrosynthesis dataset with 1.9M reactions from patents (1976-2016). The task is: Predict the reactants needed to synthesize the given product. (1) Given the product [CH3:29][O:18][C:16](=[O:17])[C:15]1[CH:19]=[CH:20][CH:21]=[C:13]([N:10]2[CH2:11][CH2:12][N:8]([C:5]3[CH:6]=[CH:7][C:2]([N:23]4[CH2:27][CH2:26][CH2:25][C:24]4=[O:28])=[CH:3][CH:4]=3)[C:9]2=[O:22])[CH:14]=1, predict the reactants needed to synthesize it. The reactants are: I[C:2]1[CH:7]=[CH:6][C:5]([N:8]2[CH2:12][CH2:11][N:10]([C:13]3[CH:14]=[C:15]([CH:19]=[CH:20][CH:21]=3)[C:16]([OH:18])=[O:17])[C:9]2=[O:22])=[CH:4][CH:3]=1.[NH:23]1[CH2:27][CH2:26][CH2:25][C:24]1=[O:28].[C:29]([O-])([O-])=O.[Cs+].[Cs+].O1CCOCC1. (2) The reactants are: [C:1]([C:3]1[CH:8]=[CH:7][C:6]([CH:9]2[CH2:14][CH2:13][N:12]([C:15]([C:17]3[CH:18]=[CH:19][C:20]([CH3:50])=[C:21]([N:23]([C:43]([O:45][C:46]([CH3:49])([CH3:48])[CH3:47])=[O:44])[S:24]([CH:27]4[CH2:32][CH2:31][N:30](C(OCC5C=CC=CC=5)=O)[CH2:29][CH2:28]4)(=[O:26])=[O:25])[CH:22]=3)=[O:16])[CH2:11][CH2:10]2)=[CH:5][CH:4]=1)#[N:2].[H][H]. Given the product [C:1]([C:3]1[CH:8]=[CH:7][C:6]([CH:9]2[CH2:10][CH2:11][N:12]([C:15]([C:17]3[CH:18]=[CH:19][C:20]([CH3:50])=[C:21]([N:23]([S:24]([CH:27]4[CH2:32][CH2:31][NH:30][CH2:29][CH2:28]4)(=[O:25])=[O:26])[C:43](=[O:44])[O:45][C:46]([CH3:49])([CH3:48])[CH3:47])[CH:22]=3)=[O:16])[CH2:13][CH2:14]2)=[CH:5][CH:4]=1)#[N:2], predict the reactants needed to synthesize it. (3) Given the product [F:16][C:15]([F:18])([F:17])[C:69]([OH:70])=[O:49].[F:1][C:2]1[C:3]([C@H:8]([C:9]2[CH:10]=[CH:11][C:12]([C:15]([F:18])([F:17])[F:16])=[CH:13][CH:14]=2)[NH:19][C:20]([C:22]2[CH:30]=[CH:29][C:25]([C:26]([NH:33][CH3:32])=[O:28])=[CH:24][N:23]=2)=[O:21])=[N:4][CH:5]=[CH:6][CH:7]=1, predict the reactants needed to synthesize it. The reactants are: [F:1][C:2]1[C:3]([C@@H:8]([NH:19][C:20]([C:22]2[CH:30]=[CH:29][C:25]([C:26]([OH:28])=O)=[CH:24][N:23]=2)=[O:21])[C:9]2[CH:14]=[CH:13][C:12]([C:15]([F:18])([F:17])[F:16])=[CH:11][CH:10]=2)=[N:4][CH:5]=[CH:6][CH:7]=1.C[CH2:32][N:33](C(C)C)C(C)C.CN.CN(C([O:49]N1N=NC2C=CC=NC1=2)=[N+](C)C)C.F[P-](F)(F)(F)(F)F.CN([CH:69]=[O:70])C. (4) Given the product [CH3:1][C@H:2]([CH2:5][S:6][C:7]1[CH:12]=[CH:11][CH:10]=[CH:9][C:8]=1[O:13][CH2:16][O:17][CH3:18])[CH2:3][OH:4], predict the reactants needed to synthesize it. The reactants are: [CH3:1][C@H:2]([CH2:5][S:6][C:7]1[CH:12]=[CH:11][CH:10]=[CH:9][C:8]=1[OH:13])[CH2:3][OH:4].[OH-].[Na+].[CH3:16][O:17][CH2:18]Cl. (5) Given the product [CH2:1]([O:8][C:9](=[O:23])[NH:10][C:11]1[CH:16]=[CH:15][C:14]([C:17]2[CH2:22][CH2:21][N:20]([CH:31]([CH3:33])[CH3:32])[CH2:19][CH:18]=2)=[CH:13][CH:12]=1)[C:2]1[CH:7]=[CH:6][CH:5]=[CH:4][CH:3]=1, predict the reactants needed to synthesize it. The reactants are: [CH2:1]([O:8][C:9](=[O:23])[NH:10][C:11]1[CH:16]=[CH:15][C:14]([C:17]2[CH2:18][CH2:19][NH:20][CH2:21][CH:22]=2)=[CH:13][CH:12]=1)[C:2]1[CH:7]=[CH:6][CH:5]=[CH:4][CH:3]=1.C([O-])([O-])=O.[K+].[K+].I[CH:31]([CH3:33])[CH3:32].